This data is from Reaction yield outcomes from USPTO patents with 853,638 reactions. The task is: Predict the reaction yield, written as a fraction of the theoretical maximum amount of product (1.0 means a 100% yield; for example, 0.34 means a 34% yield). (1) The reactants are [H-].[H-].[H-].[H-].[Li+].[Al+3].[CH2:7]([N:14]1[CH2:19][CH2:18][O:17][CH2:16][CH:15]1[CH2:20][CH:21]([C:27](OCC)=[O:28])[C:22](OCC)=[O:23])[C:8]1[CH:13]=[CH:12][CH:11]=[CH:10][CH:9]=1.O.[OH-].[Na+]. The catalyst is C1COCC1. The product is [CH2:7]([N:14]1[CH2:19][CH2:18][O:17][CH2:16][CH:15]1[CH2:20][CH:21]([CH2:27][OH:28])[CH2:22][OH:23])[C:8]1[CH:9]=[CH:10][CH:11]=[CH:12][CH:13]=1. The yield is 0.540. (2) The reactants are Br[CH:2]([C:23]1[CH:28]=[CH:27][CH:26]=[CH:25][CH:24]=1)[C:3]([C:5]1[CH:10]=[CH:9][C:8]([C:11]2([NH:15][C:16](=[O:22])[O:17][C:18]([CH3:21])([CH3:20])[CH3:19])[CH2:14][CH2:13][CH2:12]2)=[CH:7][CH:6]=1)=O.[CH3:29][O:30][C:31]1[N:36]=[N:35][C:34]([NH2:37])=[C:33]([CH3:38])[C:32]=1[CH3:39].C(N(CC)C(C)C)(C)C. The catalyst is C(#N)CCC. The product is [CH3:29][O:30][C:31]1[C:32]([CH3:39])=[C:33]([CH3:38])[C:34]2[N:35]([C:2]([C:23]3[CH:28]=[CH:27][CH:26]=[CH:25][CH:24]=3)=[C:3]([C:5]3[CH:6]=[CH:7][C:8]([C:11]4([NH:15][C:16](=[O:22])[O:17][C:18]([CH3:21])([CH3:19])[CH3:20])[CH2:12][CH2:13][CH2:14]4)=[CH:9][CH:10]=3)[N:37]=2)[N:36]=1. The yield is 0.280. (3) The reactants are [C:1]([N:8]1[CH2:13][CH2:12][C:11](=[O:14])[CH2:10][CH2:9]1)([O:3][C:4]([CH3:7])([CH3:6])[CH3:5])=[O:2].[CH3:15][Mg]Br. The catalyst is C(OCC)C. The product is [C:4]([O:3][C:1]([N:8]1[CH2:13][CH2:12][C:11]([OH:14])([CH3:15])[CH2:10][CH2:9]1)=[O:2])([CH3:7])([CH3:6])[CH3:5]. The yield is 0.620.